Dataset: Experimentally validated miRNA-target interactions with 360,000+ pairs, plus equal number of negative samples. Task: Binary Classification. Given a miRNA mature sequence and a target amino acid sequence, predict their likelihood of interaction. (1) The miRNA is hsa-miR-6515-3p with sequence UCUCUUCAUCUACCCCCCAG. The protein sequence of the target gene is MDLLQFLAFLFVLLLSGMGATGTLRTSLDPSLEIYKKMFEVKRREQLLALKNLAQLNDIHQQYKILDVMLKGLFKVLEDSRTVLTAADVLPDGPFPQDEKLKDAFSHVVENTAFFGDVVLRFPRIVHYYFDHNSNWNLLIRWGISFCNQTGVFNQGPHSPILSLMAQELGISEKDSNFQNPFKIDRTEFIPSTDPFQKALREEEKRRKKEEKRKEIRKGPRISRSQSEL. Result: 1 (interaction). (2) The miRNA is hsa-miR-4677-3p with sequence UCUGUGAGACCAAAGAACUACU. The protein sequence of the target gene is MALYQRWRCLRLQGLQACRLHTAVVSTPPRWLAERLGLFEELWAAQVKRLASMAQKEPRTIKISLPGGQKIDAVAWNTTPYQLARQISSTLADTAVAAQVNGEPYDLERPLETDSDLRFLTFDSPEGKAVFWHSSTHVLGAAAEQFLGAVLCRGPSTEYGFYHDFFLGKERTIRGSELPVLERICQELTAAARPFRRLEASRDQLRQLFKDNPFKLHLIEEKVTGPTATVYGCGTLVDLCQGPHLRHTGQIGGLKLLSNSSSLWRSSGAPETLQRVSGISFPTTELLRVWEAWREEAELR.... Result: 0 (no interaction). (3) The miRNA is hsa-miR-6792-5p with sequence GUAAGCAGGGGCUCUGGGUGA. The protein sequence of the target gene is MAVMEVACPGTPGSAVGQQKELAKAKEKTQSLGKKQSCIFKLEAVEKSPVFCGKWEILNDVITKGTAKDGSEGGPPAISIIAQAECENSQEFSPTFSERIFIAGSQQYSQSESLDQIPNNVAHATEGKMARVCRRGKRHGKARKKRRKKRSKSLAQAGVALAKPLPRTPEQESCTIPVQEDESPLGNLYARNVSQFTKPLGGPGLGHLCFKKQDEGLRPVLPRPELHKLISPLQCLNHVWKLHHPQATGPRPHPTHPFPYSGMPHPFPFYPLEPWKPYMLDSAVLDKLAGVSGQRPLPGP.... Result: 0 (no interaction). (4) The miRNA is hsa-miR-1587 with sequence UUGGGCUGGGCUGGGUUGGG. The protein sequence of the target gene is MASAPPASPPGSEPPGPDPEPGGPDGPGAAQLAPGPAELRLGAPVGGPDPQSPGLDEPAPGAAADGGARWSAGPAPGLEGGPRDPGPSAPPPRSGPRGQLASPDAPGPGPRSEAPLPELDPLFSWTEEPEECGPASCPESAPFRLQGSSSSHRARGEVDVFSPFPAPTAGELALEQGPGSPPQPSDLSQTHPLPSEPVGSQEDGPRLRAVFDALDGDGDGFVRIEDFIQFATVYGAEQVKDLTKYLDPSGLGVISFEDFYQGITAIRNGDPDGQCYGGVASAQDEEPLACPDEFDDFVTY.... Result: 0 (no interaction). (5) The miRNA is hsa-miR-1915-3p with sequence CCCCAGGGCGACGCGGCGGG. The protein sequence of the target gene is MCVTYHNGTGYCKCPEGFLGEYCQHRDPCEKNRCQNGGTCVAQAMLGKATCRCASGFTGEDCQYSTSHPCFVSRPCLNGGTCHMLSRDTYECTCQVGFTGKECQWTDACLSHPCANGSTCTTVANQFSCKCLTGFTGQKCETDVNECDIPGHCQHGGTCLNLPGSYQCQCLQGFTGQYCDSLYVPCAPSPCVNGGTCRQTGDFTFECNCLPETVRRGTELWERDREVWNGKEHDEN. Result: 0 (no interaction). (6) The miRNA is mmu-miR-544-5p with sequence UCUUGUUAAAAAGCAGAGUCU. The protein sequence of the target gene is MRWGLRPRGPGAAALATARSLWGTPRLPCSPGWQGATKRLLVRSVSGASNHQPNSNSGRYRDTVLLPQTSFPMKLLGRQQPDTELEIQQKCGFSELYSWQRERKVKTEFCLHDGPPYANGDPHVGHALNKILKDIANRFHMMNGSKIHFVPGWDCHGLPIEIKVLSELGREAQNLSAMEIRKKARSFAKAAIEKQKSAFIRWGIMADWNNCYYTFDGKYEAKQLRTFYQMYDKGLVYRSYKPVFWSPSSRTALAEAELEYNPEHVSRSIYVKFPLLKPSPKLASLIDGSSPVSILVWTTQ.... Result: 0 (no interaction). (7) The miRNA is hsa-miR-98-3p with sequence CUAUACAACUUACUACUUUCCC. The protein sequence of the target gene is MEPRMESCLAQVLQKDVGKRLQVGQELIDYFSDRQKSADLEHDQTLLDKLVDGLATSWVNSSNYKVVLLGMDILSALVTRLQDRFKAQIGTVLPSLIDRLGDAKDSVREQDQTLLLKIMDQAANPQYVWDRMLGGFKHKNFRTREGICLCLIATLNASGAQTLTLSKIVPHICNLLGDPNSQVRDAAINSLVEIYRHVGERVRADLSKKGLPQSRLNVIFTKFDEVQKSGNMIQSANEKNFDDEDSVDGNRPSSASSSSSKAPSSSRRNVNLGTTRRLMSSSLGSKSSAAKEGAGAVDEE.... Result: 0 (no interaction).